This data is from NCI-60 drug combinations with 297,098 pairs across 59 cell lines. The task is: Regression. Given two drug SMILES strings and cell line genomic features, predict the synergy score measuring deviation from expected non-interaction effect. (1) Drug 1: CN(CCCl)CCCl.Cl. Drug 2: CCN(CC)CCCC(C)NC1=C2C=C(C=CC2=NC3=C1C=CC(=C3)Cl)OC. Cell line: OVCAR-4. Synergy scores: CSS=7.87, Synergy_ZIP=-4.12, Synergy_Bliss=-2.99, Synergy_Loewe=-1.50, Synergy_HSA=-1.48. (2) Drug 1: CNC(=O)C1=CC=CC=C1SC2=CC3=C(C=C2)C(=NN3)C=CC4=CC=CC=N4. Drug 2: C1=CC=C(C(=C1)C(C2=CC=C(C=C2)Cl)C(Cl)Cl)Cl. Cell line: TK-10. Synergy scores: CSS=3.26, Synergy_ZIP=-0.940, Synergy_Bliss=3.56, Synergy_Loewe=3.10, Synergy_HSA=3.10. (3) Drug 1: CC1C(C(CC(O1)OC2CC(CC3=C2C(=C4C(=C3O)C(=O)C5=C(C4=O)C(=CC=C5)OC)O)(C(=O)C)O)N)O.Cl. Drug 2: C1=NC2=C(N=C(N=C2N1C3C(C(C(O3)CO)O)F)Cl)N. Cell line: RXF 393. Synergy scores: CSS=9.04, Synergy_ZIP=-4.19, Synergy_Bliss=-0.720, Synergy_Loewe=-1.96, Synergy_HSA=0.376. (4) Drug 1: CN1CCC(CC1)COC2=C(C=C3C(=C2)N=CN=C3NC4=C(C=C(C=C4)Br)F)OC. Drug 2: CC1=C2C(C(=O)C3(C(CC4C(C3C(C(C2(C)C)(CC1OC(=O)C(C(C5=CC=CC=C5)NC(=O)C6=CC=CC=C6)O)O)OC(=O)C7=CC=CC=C7)(CO4)OC(=O)C)O)C)OC(=O)C. Cell line: COLO 205. Synergy scores: CSS=39.3, Synergy_ZIP=9.92, Synergy_Bliss=9.50, Synergy_Loewe=-43.3, Synergy_HSA=3.24. (5) Drug 1: CC(CN1CC(=O)NC(=O)C1)N2CC(=O)NC(=O)C2. Drug 2: C1CN(CCN1C(=O)CCBr)C(=O)CCBr. Cell line: HCT116. Synergy scores: CSS=38.3, Synergy_ZIP=-7.07, Synergy_Bliss=-5.22, Synergy_Loewe=-0.468, Synergy_HSA=1.49.